This data is from Full USPTO retrosynthesis dataset with 1.9M reactions from patents (1976-2016). The task is: Predict the reactants needed to synthesize the given product. (1) The reactants are: [CH3:1][O:2][C:3]([C:5]1([CH2:11][S:12][C:13](=[O:15])[CH3:14])[CH2:10][CH2:9]O[CH2:7][CH2:6]1)=[O:4].[CH3:16]OC(C1(CI)CCCCC1)=O. Given the product [CH3:1][O:2][C:3]([C:5]1([CH2:11][S:12][C:13](=[O:15])[CH3:14])[CH2:10][CH2:9][CH2:16][CH2:7][CH2:6]1)=[O:4], predict the reactants needed to synthesize it. (2) Given the product [NH2:15][C:13]1[NH:12][N:11]=[C:10]([NH:9][C:5]2[CH:6]=[C:7]([Cl:8])[C:2]([C:24]3[CH:23]=[CH:22][CH:21]=[C:20]([C:17]([NH2:18])=[O:19])[CH:25]=3)=[C:3]([Cl:16])[CH:4]=2)[N:14]=1, predict the reactants needed to synthesize it. The reactants are: Br[C:2]1[C:7]([Cl:8])=[CH:6][C:5]([NH:9][C:10]2[N:14]=[C:13]([NH2:15])[NH:12][N:11]=2)=[CH:4][C:3]=1[Cl:16].[C:17]([C:20]1[CH:21]=[C:22](B(O)O)[CH:23]=[CH:24][CH:25]=1)(=[O:19])[NH2:18].C(=O)([O-])[O-].[K+].[K+].